This data is from Forward reaction prediction with 1.9M reactions from USPTO patents (1976-2016). The task is: Predict the product of the given reaction. (1) Given the reactants I[C:2]1[S:3][CH:4]=[CH:5][CH:6]=1.[CH2:7]([O:11][P:12]([C:19]1[CH:20]=[C:21]([C:37]2[S:38][C:39]([Sn](CCCC)(CCCC)CCCC)=[C:40]([P:42]([O:49][CH2:50][CH2:51][CH2:52][CH3:53])([O:44][CH2:45][CH2:46][CH2:47][CH3:48])=[O:43])[CH:41]=2)[S:22][C:23]=1[Sn:24]([CH2:33][CH2:34][CH2:35][CH3:36])([CH2:29]CCC)[CH2:25][CH2:26][CH2:27][CH3:28])([O:14][CH2:15][CH2:16][CH2:17][CH3:18])=[O:13])[CH2:8][CH2:9][CH3:10].[F-].[K+].[C:69]1(C)[CH:74]=CC=C[CH:70]=1, predict the reaction product. The product is: [CH2:45]([O:44][P:42]([C:40]1[CH:41]=[C:37]([C:21]2[S:22][C:23]([Sn:24]([CH2:33][CH2:34][CH2:35][CH3:36])([CH2:25][CH2:26][CH2:27][CH3:28])[CH2:29][CH2:70][CH2:69][CH3:74])=[C:19]([P:12]([O:11][CH2:7][CH2:8][CH2:9][CH3:10])([O:14][CH2:15][CH2:16][CH2:17][CH3:18])=[O:13])[CH:20]=2)[S:38][C:39]=1[C:2]1[S:3][CH:4]=[CH:5][CH:6]=1)([O:49][CH2:50][CH2:51][CH2:52][CH3:53])=[O:43])[CH2:46][CH2:47][CH3:48]. (2) Given the reactants C(N(CC)CC)C.[Cl:8][C:9]1[CH:10]=[CH:11][C:12]([OH:19])=[C:13]([NH:15][C:16]([NH2:18])=S)[CH:14]=1.O1CCCC1.O1C2C=CC=CC=2N=C1, predict the reaction product. The product is: [Cl:8][C:9]1[CH:10]=[CH:11][C:12]2[O:19][C:16]([NH2:18])=[N:15][C:13]=2[CH:14]=1. (3) Given the reactants [I:1][C:2]1[CH:7]=[C:6]([O:8][CH3:9])[N:5]=[CH:4][C:3]=1[NH2:10].C(N(CC)CC)C.[C:18](Cl)(=[O:20])[CH3:19], predict the reaction product. The product is: [I:1][C:2]1[CH:7]=[C:6]([O:8][CH3:9])[N:5]=[CH:4][C:3]=1[NH:10][C:18](=[O:20])[CH3:19]. (4) Given the reactants [OH:1][C:2]1[CH:7]=[CH:6][C:5]([CH3:8])=[CH:4][C:3]=1[N:9]1[N:13]=[C:12]2[CH:14]=[CH:15][C:16]([O:18][CH2:19][CH3:20])=[CH:17][C:11]2=[N:10]1.N(C(C)(C)C#N)=NC(C)(C)C#N.[Br:33]Br, predict the reaction product. The product is: [OH:1][C:2]1[CH:7]=[CH:6][C:5]([CH2:8][Br:33])=[CH:4][C:3]=1[N:9]1[N:13]=[C:12]2[CH:14]=[CH:15][C:16]([O:18][CH2:19][CH3:20])=[CH:17][C:11]2=[N:10]1. (5) Given the reactants Cl[C:2]1[N:7]=[C:6]([O:8][C:9]2[CH:14]=[CH:13][C:12]([O:15][C:16]3[CH:21]=[CH:20][CH:19]=[CH:18][CH:17]=3)=[CH:11][CH:10]=2)[C:5]([C:22]([NH2:24])=[O:23])=[CH:4][N:3]=1.[C:25]([O:29][C:30]([N:32]1[CH2:36][CH:35]=[C:34](B2OC(C)(C)C(C)(C)O2)[CH2:33]1)=[O:31])([CH3:28])([CH3:27])[CH3:26].ClCCl.O1CCOCC1.N#N, predict the reaction product. The product is: [C:25]([O:29][C:30]([N:32]1[CH2:36][CH:35]=[C:34]([C:2]2[N:7]=[C:6]([O:8][C:9]3[CH:14]=[CH:13][C:12]([O:15][C:16]4[CH:21]=[CH:20][CH:19]=[CH:18][CH:17]=4)=[CH:11][CH:10]=3)[C:5]([C:22](=[O:23])[NH2:24])=[CH:4][N:3]=2)[CH2:33]1)=[O:31])([CH3:28])([CH3:26])[CH3:27]. (6) Given the reactants [NH2:1][C:2]1[CH:7]=[C:6]([O:8][C:9]2[CH:14]=[CH:13][C:12]([NH:15][C:16](=[O:21])[CH2:17][C:18]([OH:20])=O)=[CH:11][C:10]=2[F:22])[CH:5]=[CH:4][N:3]=1.[ClH:23].[NH2:24][C@@H:25]([C:29]1[CH:34]=[CH:33][CH:32]=[CH:31][CH:30]=1)[C:26]([NH2:28])=[O:27], predict the reaction product. The product is: [ClH:23].[NH2:28][C:26](=[O:27])[C@@H:25]([NH:24][C:18](=[O:20])[CH2:17][C:16]([NH:15][C:12]1[CH:13]=[CH:14][C:9]([O:8][C:6]2[CH:5]=[CH:4][N:3]=[C:2]([NH2:1])[CH:7]=2)=[C:10]([F:22])[CH:11]=1)=[O:21])[C:29]1[CH:34]=[CH:33][CH:32]=[CH:31][CH:30]=1. (7) Given the reactants [F:1][C:2]1[CH:7]=[C:6]([I:8])[CH:5]=[CH:4][C:3]=1[N:9]1[C:14]2[N:15]([CH3:22])[C:16](=[O:21])[C:17]([CH3:20])=[C:18]([OH:19])[C:13]=2[C:12](=[O:23])[N:11]([CH3:24])[C:10]1=[O:25].C(Cl)(Cl)Cl.N1C(C)=CC=CC=1C.[F:38][C:39]([F:52])([F:51])[S:40](O[S:40]([C:39]([F:52])([F:51])[F:38])(=[O:42])=[O:41])(=[O:42])=[O:41], predict the reaction product. The product is: [F:1][C:2]1[CH:7]=[C:6]([I:8])[CH:5]=[CH:4][C:3]=1[N:9]1[C:14]2[N:15]([CH3:22])[C:16](=[O:21])[C:17]([CH3:20])=[C:18]([O:19][S:40]([C:39]([F:52])([F:51])[F:38])(=[O:42])=[O:41])[C:13]=2[C:12](=[O:23])[N:11]([CH3:24])[C:10]1=[O:25]. (8) Given the reactants C([N:3]([CH2:6][CH3:7])[CH2:4][CH3:5])C.O[C@@H]1[CH2:14][C@H:13](C)[S:12](=[O:17])(=[O:16])[C:11]2[S:18][CH:19]=[CH:20][C:10]1=2.C(S([Cl:31])(=O)=O)C1C=CC=CC=1, predict the reaction product. The product is: [ClH:31].[CH2:6]([NH:3][C@H:4]1[CH2:5][C@H:13]([CH3:14])[S:12](=[O:17])(=[O:16])[C:11]2[S:18][CH:19]=[CH:20][C:10]1=2)[CH3:7].